This data is from Full USPTO retrosynthesis dataset with 1.9M reactions from patents (1976-2016). The task is: Predict the reactants needed to synthesize the given product. (1) Given the product [F:13][C:14]1[CH:19]=[C:18]([F:20])[CH:17]=[CH:16][C:15]=1[CH:21]([N:4]1[C:5]2[C:10](=[CH:9][CH:8]=[CH:7][CH:6]=2)[C:2]([CH3:12])([CH3:1])[C:3]1=[O:11])[CH:22]([OH:23])[CH2:24][OH:25], predict the reactants needed to synthesize it. The reactants are: [CH3:1][C:2]1([CH3:12])[C:10]2[C:5](=[CH:6][CH:7]=[CH:8][CH:9]=2)[NH:4][C:3]1=[O:11].[F:13][C:14]1[CH:19]=[C:18]([F:20])[CH:17]=[CH:16][C:15]=1[CH:21]1[O:23][CH:22]1[CH2:24][OH:25]. (2) Given the product [CH3:1][C:2]1[N:3]=[C:4]2[CH:9]=[CH:8][C:7]([C:10]([OH:12])=[O:11])=[CH:6][N:5]2[C:14]=1[C:15]1[CH:20]=[CH:19][CH:18]=[CH:17][CH:16]=1, predict the reactants needed to synthesize it. The reactants are: [CH3:1][C:2]1[N:3]=[C:4]2[CH:9]=[CH:8][C:7]([C:10]([O:12]C)=[O:11])=[CH:6][N:5]2[C:14]=1[C:15]1[CH:20]=[CH:19][CH:18]=[CH:17][CH:16]=1.[OH-].[Li+].O.Cl. (3) Given the product [CH3:1][O:2][C:3]([C:5]1[S:6][C:7]([C:10](=[O:12])[NH:14][CH2:18][CH2:17][N:49]([C:42]([O:44][C:45]([CH3:46])([CH3:47])[CH3:48])=[O:43])[C:50]([NH2:51])=[N:55][C:56]([O:58][C:59]([CH3:60])([CH3:61])[CH3:62])=[O:57])=[CH:8][CH:9]=1)=[O:4], predict the reactants needed to synthesize it. The reactants are: [CH3:1][O:2][C:3]([C:5]1[S:6][C:7]([C:10]([OH:12])=O)=[CH:8][CH:9]=1)=[O:4].O[N:14]1[C:18]2C=CC=C[C:17]=2N=N1.Cl.CN(C)CCCN=C=NCC.CN1CCOCC1.[C:42]([NH:49][C:50]([NH:55][C:56]([O:58][C:59]([CH3:62])([CH3:61])[CH3:60])=[O:57])=[N:51]CCN)([O:44][C:45]([CH3:48])([CH3:47])[CH3:46])=[O:43]. (4) Given the product [F:1][C:2]1[CH:7]=[CH:6][C:5]([CH2:8][NH:9][C:10]([C:12]2[N:13]=[C:14]3[C:20]4([N:23]([CH3:31])[C:24](=[O:30])[C:25]([N:27]([CH3:28])[CH3:29])=[O:26])[CH2:21][CH2:22][C:17]([CH2:32][OH:33])([CH2:18][CH2:19]4)[CH2:16][N:15]3[C:44](=[O:47])[C:45]=2[OH:46])=[O:11])=[CH:4][C:3]=1[CH3:48], predict the reactants needed to synthesize it. The reactants are: [F:1][C:2]1[CH:7]=[CH:6][C:5]([CH2:8][NH:9][C:10]([C:12]2[N:13]=[C:14]3[C:20]4([N:23]([CH3:31])[C:24](=[O:30])[C:25]([N:27]([CH3:29])[CH3:28])=[O:26])[CH2:21][CH2:22][C:17]([CH2:32][O:33]S(C5C=CC(C)=CC=5)(=O)=O)([CH2:18][CH2:19]4)[CH2:16][N:15]3[C:44](=[O:47])[C:45]=2[OH:46])=[O:11])=[CH:4][C:3]=1[CH3:48].C([O-])(=O)C.[K+].C([O-])([O-])=O.[K+].[K+].CCO. (5) Given the product [C:12]([C:16]1[C:23](=[O:24])[C:22]([C:25]([CH3:28])([CH3:27])[CH3:26])=[CH:21][C:18](=[CH:19][C:2]#[C:3][C:4]2[CH:10]=[CH:9][CH:8]=[CH:6][CH:5]=2)[CH:17]=1)([CH3:15])([CH3:14])[CH3:13], predict the reactants needed to synthesize it. The reactants are: N1[CH2:6][CH2:5][CH2:4][CH2:3][CH2:2]1.N1C[CH2:10][CH2:9][CH2:8]1.[C:12]([C:16]1[CH:17]=[C:18]([CH:21]=[C:22]([C:25]([CH3:28])([CH3:27])[CH3:26])[C:23]=1[OH:24])[CH:19]=O)([CH3:15])([CH3:14])[CH3:13].